From a dataset of Full USPTO retrosynthesis dataset with 1.9M reactions from patents (1976-2016). Predict the reactants needed to synthesize the given product. Given the product [Cl:29][C:30]1[CH:35]=[C:34]([Cl:36])[CH:33]=[CH:32][C:31]=1[C:12]1[N:13]([CH:18]([CH3:19])[CH3:20])[N:14]=[C:15]2[C:11]=1[CH2:10][CH2:9][NH:8][CH2:17][CH2:16]2, predict the reactants needed to synthesize it. The reactants are: C(OC([N:8]1[CH2:17][CH2:16][C:15]2[C:11](=[C:12](OS(C(F)(F)F)(=O)=O)[N:13]([CH:18]([CH3:20])[CH3:19])[N:14]=2)[CH2:10][CH2:9]1)=O)(C)(C)C.[Cl:29][C:30]1[CH:35]=[C:34]([Cl:36])[CH:33]=[CH:32][C:31]=1B(O)O.